This data is from NCI-60 drug combinations with 297,098 pairs across 59 cell lines. The task is: Regression. Given two drug SMILES strings and cell line genomic features, predict the synergy score measuring deviation from expected non-interaction effect. Drug 1: CC12CCC(CC1=CCC3C2CCC4(C3CC=C4C5=CN=CC=C5)C)O. Drug 2: C1C(C(OC1N2C=NC(=NC2=O)N)CO)O. Cell line: SN12C. Synergy scores: CSS=0.983, Synergy_ZIP=-0.694, Synergy_Bliss=-0.929, Synergy_Loewe=-1.26, Synergy_HSA=-1.25.